From a dataset of NCI-60 drug combinations with 297,098 pairs across 59 cell lines. Regression. Given two drug SMILES strings and cell line genomic features, predict the synergy score measuring deviation from expected non-interaction effect. (1) Drug 1: CNC(=O)C1=NC=CC(=C1)OC2=CC=C(C=C2)NC(=O)NC3=CC(=C(C=C3)Cl)C(F)(F)F. Drug 2: C1=CC=C(C(=C1)C(C2=CC=C(C=C2)Cl)C(Cl)Cl)Cl. Cell line: PC-3. Synergy scores: CSS=-4.65, Synergy_ZIP=7.72, Synergy_Bliss=9.42, Synergy_Loewe=2.34, Synergy_HSA=-0.727. (2) Drug 1: CN(C)N=NC1=C(NC=N1)C(=O)N. Drug 2: C1=CC=C(C(=C1)C(C2=CC=C(C=C2)Cl)C(Cl)Cl)Cl. Cell line: OVCAR3. Synergy scores: CSS=0.519, Synergy_ZIP=-1.44, Synergy_Bliss=-1.02, Synergy_Loewe=-4.74, Synergy_HSA=-2.17.